Dataset: Cav3 T-type calcium channel HTS with 100,875 compounds. Task: Binary Classification. Given a drug SMILES string, predict its activity (active/inactive) in a high-throughput screening assay against a specified biological target. (1) The compound is O(c1cc(c2c([nH]nc2)N)ccc1OC)C. The result is 0 (inactive). (2) The compound is s1c(N2CCc3c2cccc3)nc(c1)C. The result is 0 (inactive). (3) The drug is s1c(C(N2CCN(CC2)CC)C(NC(=O)c2c(F)cccc2F)C)ccc1. The result is 0 (inactive). (4) The molecule is O(c1ccc(cc1)C(OCC)=O)c1nc(Nc2ccccc2)nc(n1)NC. The result is 0 (inactive). (5) The drug is O=C1CC(Cc2nc(nc(c12)CC)N)(C)C. The result is 0 (inactive). (6) The drug is Clc1ccc(CS(=O)(=O)Cc2oc(cc2)C(=O)NCc2occc2)cc1. The result is 0 (inactive). (7) The compound is O1C2C(C(Nc3c2cccc3)c2occc2)CC1. The result is 0 (inactive).